This data is from Forward reaction prediction with 1.9M reactions from USPTO patents (1976-2016). The task is: Predict the product of the given reaction. (1) Given the reactants [Li].[CH3:2][O:3][C:4]1[CH:5]=[C:6]([C:15]([O-])=[CH:16][C:17](=O)[C:18]([O:20]CC)=[O:19])[CH:7]=[C:8]([O:10][C:11]([F:14])([F:13])[F:12])[CH:9]=1.ClC1C=C(C2N(C3C=CC=CN=3)N=C(C(O)=O)C=2)C=C(F)C=1.Cl.[N:48]1[CH:53]=[CH:52][CH:51]=[C:50]([NH:54][NH2:55])[CH:49]=1, predict the reaction product. The product is: [CH3:2][O:3][C:4]1[CH:5]=[C:6]([C:15]2[N:54]([C:50]3[CH:49]=[N:48][CH:53]=[CH:52][CH:51]=3)[N:55]=[C:17]([C:18]([OH:20])=[O:19])[CH:16]=2)[CH:7]=[C:8]([O:10][C:11]([F:12])([F:13])[F:14])[CH:9]=1. (2) Given the reactants [CH:1]1([C:4](=O)[CH:5]([N:7]2[CH:12]=[C:11]([I:13])[CH:10]=[CH:9][C:8]2=[N:14][S:15]([C:18]2[CH:23]=[CH:22][C:21]([CH3:24])=[CH:20][CH:19]=2)(=[O:17])=[O:16])[CH3:6])[CH2:3][CH2:2]1.FC(F)(F)C(OC(=O)C(F)(F)F)=[O:29], predict the reaction product. The product is: [C:21]1([CH3:24])[CH:20]=[CH:19][C:18]([S:15]([OH:16])(=[O:17])=[O:29])=[CH:23][CH:22]=1.[CH:1]1([C:4]2[N:14]=[C:8]3[CH:9]=[CH:10][C:11]([I:13])=[CH:12][N:7]3[C:5]=2[CH3:6])[CH2:3][CH2:2]1. (3) Given the reactants [CH2:1](Br)[C:2]1[CH:7]=[CH:6][CH:5]=[CH:4][CH:3]=1.C(=O)([O-])[O-].[K+].[K+].O.[F:16][C:17]1[CH:18]=[C:19]([OH:26])[CH:20]=[CH:21][C:22]=1[N+:23]([O-:25])=[O:24], predict the reaction product. The product is: [CH2:1]([O:26][C:19]1[CH:20]=[CH:21][C:22]([N+:23]([O-:25])=[O:24])=[C:17]([F:16])[CH:18]=1)[C:2]1[CH:7]=[CH:6][CH:5]=[CH:4][CH:3]=1.